Dataset: Reaction yield outcomes from USPTO patents with 853,638 reactions. Task: Predict the reaction yield, written as a fraction of the theoretical maximum amount of product (1.0 means a 100% yield; for example, 0.34 means a 34% yield). (1) The reactants are O.[OH-].[Na+].[O:4]=[C:5]1[CH2:9][CH2:8][CH2:7][CH:6]1[CH2:10][C:11]1[C:19]2[C:14](=[CH:15][CH:16]=[C:17]([C:20]#[N:21])[CH:18]=2)[N:13](S(C2C=CC(C)=CC=2)(=O)=O)[CH:12]=1. The catalyst is C1COCC1.C(OCC)(=O)C. The product is [O:4]=[C:5]1[CH2:9][CH2:8][CH2:7][C:6]1=[CH:10][C:11]1[C:19]2[C:14](=[CH:15][CH:16]=[C:17]([C:20]#[N:21])[CH:18]=2)[NH:13][CH:12]=1. The yield is 0.670. (2) The reactants are [Br:1][C:2]1[CH:3]=[C:4]([CH2:8][C:9]([N:11]2[CH2:16][CH2:15][O:14][CH2:13][CH2:12]2)=O)[CH:5]=[N:6][CH:7]=1.B.C([O-])(O)=O.[Na+]. The catalyst is C1COCC1.O.CCOC(C)=O.CC1(C)C(C2C=NC(C)=C([N+]([O-])=O)C=2)=CCNC1. The product is [Br:1][C:2]1[CH:3]=[C:4]([CH2:8][CH2:9][N:11]2[CH2:16][CH2:15][O:14][CH2:13][CH2:12]2)[CH:5]=[N:6][CH:7]=1. The yield is 0.530. (3) The reactants are [Cl:1][CH2:2]C(CCl)=O.[CH2:7]([O:14][C:15]([NH:17][C@H:18]([C:26]([OH:28])=O)[CH2:19][C:20]1[CH:25]=[CH:24][CH:23]=[CH:22][CH:21]=1)=[O:16])[C:8]1[CH:13]=[CH:12][CH:11]=[CH:10][CH:9]=1.[BH4-].[Na+]. The catalyst is CO.O1CCCC1. The product is [CH2:7]([O:14][C:15]([NH:17][C@@H:18]([CH2:19][C:20]1[CH:21]=[CH:22][CH:23]=[CH:24][CH:25]=1)[C@H:26]([OH:28])[CH2:2][Cl:1])=[O:16])[C:8]1[CH:9]=[CH:10][CH:11]=[CH:12][CH:13]=1. The yield is 0.430.